Dataset: Peptide-MHC class I binding affinity with 185,985 pairs from IEDB/IMGT. Task: Regression. Given a peptide amino acid sequence and an MHC pseudo amino acid sequence, predict their binding affinity value. This is MHC class I binding data. (1) The peptide sequence is LMMMLPATLA. The MHC is HLA-A02:01 with pseudo-sequence HLA-A02:01. The binding affinity (normalized) is 0.759. (2) The peptide sequence is SIISLFYTFA. The MHC is HLA-A02:06 with pseudo-sequence HLA-A02:06. The binding affinity (normalized) is 0.580. (3) The peptide sequence is KSWLVHWSL. The MHC is HLA-B27:03 with pseudo-sequence HLA-B27:03. The binding affinity (normalized) is 0.0847. (4) The peptide sequence is LPCVLWPVL. The MHC is HLA-B45:01 with pseudo-sequence HLA-B45:01. The binding affinity (normalized) is 0. (5) The peptide sequence is VYINHPFIY. The MHC is HLA-A23:01 with pseudo-sequence HLA-A23:01. The binding affinity (normalized) is 0.787. (6) The peptide sequence is RAKFKQLL. The binding affinity (normalized) is 0.213. The MHC is HLA-A66:01 with pseudo-sequence HLA-A66:01.